Dataset: Catalyst prediction with 721,799 reactions and 888 catalyst types from USPTO. Task: Predict which catalyst facilitates the given reaction. (1) Reactant: [Cl:1][C:2]1[CH:3]=[C:4]2[C:10]3([CH2:14][CH2:13][N:12]([C:15]([O:17][CH3:18])=[O:16])[CH2:11]3)[CH2:9][NH:8][C:5]2=[CH:6][CH:7]=1.[CH3:19][N:20]([CH2:22][C:23]1[N:24]=[C:25]([NH2:28])[S:26][CH:27]=1)[CH3:21].[C:29](N1C=CN=C1)(N1C=CN=C1)=[O:30].CN(C1C=CC=CN=1)C. Product: [Cl:1][C:2]1[CH:3]=[C:4]2[C:10]3([CH2:14][CH2:13][N:12]([C:15]([O:17][CH3:18])=[O:16])[CH2:11]3)[CH2:9][N:8]([C:29](=[O:30])[NH:28][C:25]3[S:26][CH:27]=[C:23]([CH2:22][N:20]([CH3:21])[CH3:19])[N:24]=3)[C:5]2=[CH:6][CH:7]=1. The catalyst class is: 7. (2) Reactant: [NH2:1][C:2]1[CH:3]=[CH:4][C:5]([CH3:21])=[C:6]([C:8]2[CH:13]=[CH:12][C:11]([C:14]([NH:16][CH2:17][CH:18]3[CH2:20][CH2:19]3)=[O:15])=[CH:10][CH:9]=2)[CH:7]=1.[CH3:22][C:23]1[N:24]([C:29]2[CH:30]=[C:31]([CH:35]=[CH:36][CH:37]=2)[C:32](O)=[O:33])[C:25]([CH3:28])=[CH:26][CH:27]=1. Product: [CH:18]1([CH2:17][NH:16][C:14]([C:11]2[CH:12]=[CH:13][C:8]([C:6]3[C:5]([CH3:21])=[CH:4][CH:3]=[C:2]([NH:1][C:32](=[O:33])[C:31]4[CH:35]=[CH:36][CH:37]=[C:29]([N:24]5[C:25]([CH3:28])=[CH:26][CH:27]=[C:23]5[CH3:22])[CH:30]=4)[CH:7]=3)=[CH:9][CH:10]=2)=[O:15])[CH2:20][CH2:19]1. The catalyst class is: 1.